Predict which catalyst facilitates the given reaction. From a dataset of Catalyst prediction with 721,799 reactions and 888 catalyst types from USPTO. (1) Reactant: BrCC1C=C(C2C=CC=C(OC3COC3)C=2)C(OC(F)F)=NC=1.Cl[CH2:25][C:26]1[CH:27]=[C:28]([C:34]2[CH:39]=[CH:38][CH:37]=[C:36]([Cl:40])[CH:35]=2)[C:29]([O:32][CH3:33])=[N:30][CH:31]=1.CC1(C)C(C)(C)OB([C:49]2[CH:50]=[N:51][C:52]([CH2:55][C:56]#[N:57])=[N:53][CH:54]=2)O1. The catalyst class is: 6. Product: [Cl:40][C:36]1[CH:35]=[C:34]([C:28]2[CH:27]=[C:26]([CH2:25][C:49]3[CH:50]=[N:51][C:52]([CH2:55][C:56]#[N:57])=[N:53][CH:54]=3)[CH:31]=[N:30][C:29]=2[O:32][CH3:33])[CH:39]=[CH:38][CH:37]=1. (2) The catalyst class is: 4. Reactant: Cl.C(O[C:5](=[NH:13])[C:6]1[CH:11]=[CH:10][C:9]([F:12])=[CH:8][CH:7]=1)C.[CH3:14][O:15][C:16](=[O:22])[C:17](N)([CH3:20])[CH2:18][SH:19].C(N(CC)CC)C.O. Product: [CH3:14][O:15][C:16]([C:17]1([CH3:20])[CH2:18][S:19][C:5]([C:6]2[CH:7]=[CH:8][C:9]([F:12])=[CH:10][CH:11]=2)=[N:13]1)=[O:22]. (3) Reactant: [Br:1][C:2]1[CH:3]=[CH:4][C:5]([NH2:8])=[N:6][CH:7]=1.[C:9](OC(=O)C)(=[O:11])[CH3:10]. Product: [Br:1][C:2]1[CH:3]=[CH:4][C:5]([NH:8][C:9](=[O:11])[CH3:10])=[N:6][CH:7]=1. The catalyst class is: 1.